From a dataset of Catalyst prediction with 721,799 reactions and 888 catalyst types from USPTO. Predict which catalyst facilitates the given reaction. (1) Reactant: [F:1][C:2]1[CH:3]=[C:4]2[C:8](=[C:9]([C:11](O)=[O:12])[CH:10]=1)[N:7]([CH2:14][C:15]1[CH:20]=[CH:19][C:18]([C:21]([F:24])([F:23])[F:22])=[CH:17][CH:16]=1)[CH:6]=[CH:5]2.CN(C(ON1N=NC2C=CC=NC1=2)=[N+](C)C)C.F[P-](F)(F)(F)(F)F.CS([O-])(=O)=O.[CH3:54][O:55][C:56]([C:58]1[CH:63]=[CH:62][C:61]([C:64]2([NH3+:67])[CH2:66][CH2:65]2)=[CH:60][CH:59]=1)=[O:57].CCN(C(C)C)C(C)C.C([O-])(O)=O.[Na+]. Product: [F:1][C:2]1[CH:3]=[C:4]2[C:8](=[C:9]([C:11]([NH:67][C:64]3([C:61]4[CH:62]=[CH:63][C:58]([C:56]([O:55][CH3:54])=[O:57])=[CH:59][CH:60]=4)[CH2:66][CH2:65]3)=[O:12])[CH:10]=1)[N:7]([CH2:14][C:15]1[CH:20]=[CH:19][C:18]([C:21]([F:24])([F:23])[F:22])=[CH:17][CH:16]=1)[CH:6]=[CH:5]2. The catalyst class is: 31. (2) Reactant: [O:1]=[C:2]1[C:7]2[CH:8]=[CH:9][CH:10]=[CH:11][C:6]=2[S:5][C:4]([C:12]2[CH:17]=[C:16]([CH:18]3[CH2:22][CH2:21][CH2:20][N:19]3C(OC(C)(C)C)=O)[CH:15]=[CH:14][N:13]=2)=[N:3]1.C(OCC)(=O)C.[ClH:36]. Product: [ClH:36].[NH:19]1[CH2:20][CH2:21][CH2:22][CH:18]1[C:16]1[CH:15]=[CH:14][N:13]=[C:12]([C:4]2[S:5][C:6]3[CH:11]=[CH:10][CH:9]=[CH:8][C:7]=3[C:2](=[O:1])[N:3]=2)[CH:17]=1. The catalyst class is: 13. (3) The catalyst class is: 335. Reactant: Br[C:2]1[CH:3]=[C:4]([C:16]2[CH:21]=[CH:20][CH:19]=[CH:18][CH:17]=2)[C:5]2[N:6]([CH:8]=[C:9]([C:11]([O:13][CH2:14][CH3:15])=[O:12])[N:10]=2)[CH:7]=1.[CH:22]([N:25]([C:33]1[S:34][C:35](B2OC(C)(C)C(C)(C)O2)=[CH:36][N:37]=1)[C:26](=[O:32])[O:27][C:28]([CH3:31])([CH3:30])[CH3:29])([CH3:24])[CH3:23].[O-]P([O-])([O-])=O.[K+].[K+].[K+].C(OCC)(=O)C. Product: [C:28]([O:27][C:26]([N:25]([CH:22]([CH3:24])[CH3:23])[C:33]1[S:34][C:35]([C:2]2[CH:3]=[C:4]([C:16]3[CH:21]=[CH:20][CH:19]=[CH:18][CH:17]=3)[C:5]3[N:6]([CH:8]=[C:9]([C:11]([O:13][CH2:14][CH3:15])=[O:12])[N:10]=3)[CH:7]=2)=[CH:36][N:37]=1)=[O:32])([CH3:31])([CH3:30])[CH3:29].